Dataset: HIV replication inhibition screening data with 41,000+ compounds from the AIDS Antiviral Screen. Task: Binary Classification. Given a drug SMILES string, predict its activity (active/inactive) in a high-throughput screening assay against a specified biological target. (1) The compound is Cc1cc(N(CCC#N)S(=O)(=O)c2ccccc2)ccc1C=Nc1ccc(C(=O)O)cc1. The result is 0 (inactive). (2) The molecule is CC(C)=CCN1Cc2cc(Cl)cc3[nH]c(=S)n(c23)CC1C. The result is 1 (active). (3) The molecule is O=C1OCC(CN2CCC(n3c(=O)[nH]c4ccccc43)CC2)=C1c1ccccc1. The result is 0 (inactive). (4) The drug is O=C(O)C1CSC(c2ccccc2F)N1. The result is 0 (inactive).